From a dataset of Peptide-MHC class II binding affinity with 134,281 pairs from IEDB. Regression. Given a peptide amino acid sequence and an MHC pseudo amino acid sequence, predict their binding affinity value. This is MHC class II binding data. (1) The peptide sequence is GADQGCAINFGKREL. The MHC is DRB1_0901 with pseudo-sequence DRB1_0901. The binding affinity (normalized) is 0.719. (2) The peptide sequence is EHRWREIYNMVKFRM. The MHC is DRB1_1302 with pseudo-sequence DRB1_1302. The binding affinity (normalized) is 0.471. (3) The peptide sequence is WFLPSIRAANVMAAS. The MHC is DRB1_0404 with pseudo-sequence DRB1_0404. The binding affinity (normalized) is 0.872. (4) The peptide sequence is PSPSMGRDIKVQFQS. The MHC is DRB1_0404 with pseudo-sequence DRB1_0404. The binding affinity (normalized) is 0.386. (5) The peptide sequence is QAAVVRFQEAANKQK. The binding affinity (normalized) is 0.455. The MHC is DRB1_1501 with pseudo-sequence DRB1_1501. (6) The peptide sequence is EGGNIYTKKEAFNVE. The MHC is DRB1_0901 with pseudo-sequence DRB1_0901. The binding affinity (normalized) is 0.298. (7) The peptide sequence is KTLILLETFVRVNPD. The MHC is DRB4_0101 with pseudo-sequence DRB4_0103. The binding affinity (normalized) is 0.563. (8) The peptide sequence is FNGGESKLKAEATTD. The MHC is DRB3_0202 with pseudo-sequence DRB3_0202. The binding affinity (normalized) is 0.